Dataset: Catalyst prediction with 721,799 reactions and 888 catalyst types from USPTO. Task: Predict which catalyst facilitates the given reaction. (1) Reactant: [Cl:1][C:2]1[C:7]2OCO[C:6]=2[CH:5]=[C:4]([C:11]2[C:15]([C:16]([F:19])([F:18])[F:17])=[N:14][N:13]([C:20]3[N:25]=[CH:24][CH:23]=[CH:22][N:21]=3)[C:12]=2[NH2:26])[CH:3]=1.[H-].[Na+].[CH2:29]([N:31]=[C:32]=[O:33])[CH3:30].[OH2:34]. Product: [Cl:1][C:2]1[CH:3]=[C:4]([C:11]2[C:15]([C:16]([F:18])([F:17])[F:19])=[N:14][N:13]([C:20]3[N:25]=[CH:24][CH:23]=[CH:22][N:21]=3)[C:12]=2[N:26]([C:32](=[O:33])[NH:31][CH2:29][CH3:30])[C:20]([NH:13][CH2:12][CH3:11])=[O:34])[CH:5]=[C:6]([C:16]([F:19])([F:18])[F:17])[CH:7]=1. The catalyst class is: 7. (2) Reactant: [F:1][C:2]([F:13])([F:12])[C:3]1[C:4]2[CH2:11][O:10][CH2:9][CH2:8][C:5]=2[NH:6][N:7]=1.I[C:15]1[CH:23]=[CH:22][C:18]([C:19]([OH:21])=[O:20])=[CH:17][CH:16]=1.CN(C)CC(O)=O.C(=O)([O-])[O-].[K+].[K+]. Product: [F:13][C:2]([F:12])([F:1])[C:3]1[C:4]2[CH2:11][O:10][CH2:9][CH2:8][C:5]=2[N:6]([C:15]2[CH:23]=[CH:22][C:18]([C:19]([OH:21])=[O:20])=[CH:17][CH:16]=2)[N:7]=1. The catalyst class is: 419. (3) Reactant: Br[CH2:2][CH2:3]Br.[CH3:5][C:6]1[N:11]=[C:10]([C:12]2[NH:16][C:15]([NH:17][C:18](=[O:20])[CH3:19])=[N:14][C:13]=2[C:21]2[CH:22]=[C:23]3[C:28](=[CH:29][CH:30]=2)[N:27]=[CH:26][CH:25]=[N:24]3)[CH:9]=[CH:8][CH:7]=1.C([O-])([O-])=O.[K+].[K+]. Product: [CH3:5][C:6]1[N:11]=[C:10]([C:12]2[N:16]=[C:15]3[N:17]([C:18](=[O:20])[CH3:19])[CH2:3][CH2:2][N:14]3[C:13]=2[C:21]2[CH:22]=[C:23]3[C:28](=[CH:29][CH:30]=2)[N:27]=[CH:26][CH:25]=[N:24]3)[CH:9]=[CH:8][CH:7]=1. The catalyst class is: 23. (4) Reactant: [CH2:1]([C@@H:8]1[CH2:12][O:11][C:10](=[O:13])[NH:9]1)[C:2]1[CH:7]=[CH:6][CH:5]=[CH:4][CH:3]=1.[Li]CCCC.[Br:19][C:20]1[CH:25]=[CH:24][C:23]([CH2:26][C:27](Cl)=[O:28])=[CH:22][CH:21]=1. Product: [CH2:1]([C@@H:8]1[CH2:12][O:11][C:10](=[O:13])[N:9]1[C:27](=[O:28])[CH2:26][C:23]1[CH:24]=[CH:25][C:20]([Br:19])=[CH:21][CH:22]=1)[C:2]1[CH:3]=[CH:4][CH:5]=[CH:6][CH:7]=1. The catalyst class is: 1. (5) Reactant: [NH2:1][C:2]1[CH:7]=[CH:6][CH:5]=[C:4]([Br:8])[C:3]=1[CH2:9][OH:10].N1C=CN=C1.[CH3:16][C:17]([Si:20](Cl)([CH3:22])[CH3:21])([CH3:19])[CH3:18]. Product: [Br:8][C:4]1[C:3]([CH2:9][O:10][Si:20]([C:17]([CH3:19])([CH3:18])[CH3:16])([CH3:22])[CH3:21])=[C:2]([CH:7]=[CH:6][CH:5]=1)[NH2:1]. The catalyst class is: 9.